Dataset: Forward reaction prediction with 1.9M reactions from USPTO patents (1976-2016). Task: Predict the product of the given reaction. (1) Given the reactants [NH2:1]CCC[Si](OC)(OC)OC.[C:12]([OH:16])(=[O:15])[CH:13]=[CH2:14].[C:17]([OH:21])(=[O:20])C=C.C(O)(=O)[CH:23]=[CH2:24].C(C(CO)(CO)CC)O.C(O)(C)C, predict the reaction product. The product is: [C:12]([OH:16])(=[O:15])[CH:13]=[CH2:14].[NH2:1][C:17]([O:21][CH2:23][CH3:24])=[O:20]. (2) Given the reactants [Br:1][C:2]1[C:11]([O:12][CH2:13][CH3:14])=[CH:10][C:5]([C:6]([O:8]C)=[O:7])=[CH:4][C:3]=1[O:15][CH2:16][CH3:17].[OH-].[Na+], predict the reaction product. The product is: [Br:1][C:2]1[C:11]([O:12][CH2:13][CH3:14])=[CH:10][C:5]([C:6]([OH:8])=[O:7])=[CH:4][C:3]=1[O:15][CH2:16][CH3:17].